From a dataset of Reaction yield outcomes from USPTO patents with 853,638 reactions. Predict the reaction yield, written as a fraction of the theoretical maximum amount of product (1.0 means a 100% yield; for example, 0.34 means a 34% yield). (1) The product is [CH2:1]([O:3][C:4](=[O:17])[CH2:5][C:6]1[CH:11]=[CH:10][C:9]([O:12][CH:25]([CH3:27])[CH3:26])=[C:8]([O:13][CH3:14])[CH:7]=1)[CH3:2]. The reactants are [CH2:1]([O:3][C:4](=[O:17])[CH:5](CC)[C:6]1[CH:11]=[CH:10][C:9]([OH:12])=[C:8]([O:13][CH3:14])[CH:7]=1)[CH3:2].C([O-])([O-])=O.[K+].[K+].I[CH:25]([CH3:27])[CH3:26]. The catalyst is CN(C=O)C.CCOC(C)=O. The yield is 0.890. (2) The reactants are Cl[C:2]1[CH:9]=C[CH:7]=[C:6]([F:10])[C:3]=1C=O.[ClH:11].[NH2:12][OH:13].[OH-].[Na+].[CH2:16](O)[CH3:17]. The catalyst is O. The product is [Cl:11][C:17]1[CH:16]=[CH:7][C:6]([F:10])=[CH:3][C:2]=1[CH:9]=[N:12][OH:13]. The yield is 0.790.